From a dataset of Full USPTO retrosynthesis dataset with 1.9M reactions from patents (1976-2016). Predict the reactants needed to synthesize the given product. (1) Given the product [F:1][C:2]1[CH:15]=[C:14]([N+:16]([O-:18])=[O:17])[CH:13]=[CH:12][C:3]=1[O:4][C:5]1[CH:10]=[CH:9][N:8]=[C:7]([NH:11][C:30]([N:37]2[CH2:23][CH2:22][N:21]([CH3:24])[CH2:19][CH2:20]2)=[O:29])[CH:6]=1, predict the reactants needed to synthesize it. The reactants are: [F:1][C:2]1[CH:15]=[C:14]([N+:16]([O-:18])=[O:17])[CH:13]=[CH:12][C:3]=1[O:4][C:5]1[CH:10]=[CH:9][N:8]=[C:7]([NH2:11])[CH:6]=1.[CH2:19]([N:21]([CH2:24]C)[CH2:22][CH3:23])[CH3:20].ClC([O:29][C:30]1C=CC=CC=1)=O.C[N:37]1CCNCC1. (2) Given the product [C:1]([C:5]1[CH:6]=[C:7]([C:12](=[O:14])[CH3:13])[CH:8]=[C:9]([O:11][CH2:18][CH2:17][C:16]([F:21])([F:20])[F:15])[CH:10]=1)([CH3:4])([CH3:2])[CH3:3], predict the reactants needed to synthesize it. The reactants are: [C:1]([C:5]1[CH:6]=[C:7]([C:12](=[O:14])[CH3:13])[CH:8]=[C:9]([OH:11])[CH:10]=1)([CH3:4])([CH3:3])[CH3:2].[F:15][C:16]([F:21])([F:20])[CH2:17][CH2:18]O.C1(P(C2C=CC=CC=2)C2C=CC=CC=2)C=CC=CC=1.N(C(OCC1C=CC(Cl)=CC=1)=O)=NC(OCC1C=CC(Cl)=CC=1)=O. (3) Given the product [F:30][C:31]1[CH:36]=[CH:35][C:34]([S:37]([NH:1][C:2]2[CH:7]=[CH:6][CH:5]=[CH:4][C:3]=2[CH:8]2[C:17]([CH3:18])([CH3:19])[CH2:16][C:15]3[C:10](=[CH:11][CH:12]=[C:13]([C:20]([O:22][CH3:23])=[O:21])[CH:14]=3)[NH:9]2)(=[O:39])=[O:38])=[CH:33][CH:32]=1, predict the reactants needed to synthesize it. The reactants are: [NH2:1][C:2]1[CH:7]=[CH:6][CH:5]=[CH:4][C:3]=1[CH:8]1[C:17]([CH3:19])([CH3:18])[CH2:16][C:15]2[C:10](=[CH:11][CH:12]=[C:13]([C:20]([O:22][CH3:23])=[O:21])[CH:14]=2)[NH:9]1.N1C=CC=CC=1.[F:30][C:31]1[CH:36]=[CH:35][C:34]([S:37](Cl)(=[O:39])=[O:38])=[CH:33][CH:32]=1. (4) Given the product [C:45]([O:44][C:43]([NH:42][C@@H:40]([C:38]1[N:39]=[C:34]([C:22]2[CH:21]=[C:4]([CH:3]=[C:2]([Cl:1])[CH:23]=2)[CH2:5][O:6][C:7]2[CH:12]=[CH:11][CH:10]=[CH:9][C:8]=2[CH2:13][C:14]([O:16][C:17]([CH3:19])([CH3:20])[CH3:18])=[O:15])[CH:35]=[CH:36][CH:37]=1)[CH3:41])=[O:49])([CH3:46])([CH3:47])[CH3:48], predict the reactants needed to synthesize it. The reactants are: [Cl:1][C:2]1[CH:3]=[C:4]([CH:21]=[C:22](B2OC(C)(C)C(C)(C)O2)[CH:23]=1)[CH2:5][O:6][C:7]1[CH:12]=[CH:11][CH:10]=[CH:9][C:8]=1[CH2:13][C:14]([O:16][C:17]([CH3:20])([CH3:19])[CH3:18])=[O:15].Br[C:34]1[N:39]=[C:38]([C@H:40]([NH:42][C:43](=[O:49])[O:44][C:45]([CH3:48])([CH3:47])[CH3:46])[CH3:41])[CH:37]=[CH:36][CH:35]=1. (5) Given the product [CH3:28][S:27][C:21]1[N:22]=[C:23]([N:15]2[C:16]3[C:12](=[C:11]([N+:8]([O-:10])=[O:9])[CH:19]=[CH:18][CH:17]=3)[CH:13]=[CH:14]2)[CH:30]=[CH:29][N:31]=1, predict the reactants needed to synthesize it. The reactants are: CC(C)=O.C(=O)=O.[N+:8]([C:11]1[CH:19]=[CH:18][CH:17]=[C:16]2[C:12]=1[CH:13]=[CH:14][NH:15]2)([O-:10])=[O:9].Cl[C:21]1([S:27][CH3:28])C=CN=[CH:23][NH:22]1.[C:29](#[N:31])[CH3:30].C1COCC1.